From a dataset of Catalyst prediction with 721,799 reactions and 888 catalyst types from USPTO. Predict which catalyst facilitates the given reaction. (1) Reactant: [C:1]([C:3]1[S:4][C:5]2[C:11]([C:12]#[N:13])=[C:10](/[N:14]=[CH:15]/[N:16](C)C)[CH:9]=[CH:8][C:6]=2[N:7]=1)#[N:2].N[C:20]1[CH:21]=[CH:22][C:23]2[NH:27][CH:26]=[N:25][C:24]=2[CH:28]=1.[K+].[Br-]. Product: [NH:25]1[C:24]2[CH:28]=[C:20]([NH:13][C:12]3[C:11]4[C:10](=[CH:9][CH:8]=[C:6]5[N:7]=[C:3]([C:1]#[N:2])[S:4][C:5]5=4)[N:14]=[CH:15][N:16]=3)[CH:21]=[CH:22][C:23]=2[N:27]=[CH:26]1. The catalyst class is: 61. (2) Reactant: [CH2:1]([NH:17][S:18]([C:21]1[CH:26]=[CH:25][C:24]([O:27][CH3:28])=[C:23]([O:29][CH3:30])[CH:22]=1)(=[O:20])=[O:19])[CH2:2][NH:3][S:4]([C:7]1[CH:12]=[CH:11][C:10]([O:13][CH3:14])=[C:9]([O:15][CH3:16])[CH:8]=1)(=[O:6])=[O:5].C(=O)([O-])[O-:32].[K+].[K+].Cl[CH2:38][C:39](Cl)=O. Product: [CH3:16][O:15][C:9]1[CH:8]=[C:7]([S:4]([N:3]2[CH2:39][CH2:38][N:17]([S:18]([C:21]3[CH:26]=[CH:25][C:24]([O:27][CH3:28])=[C:23]([O:29][CH3:30])[CH:22]=3)(=[O:20])=[O:19])[CH2:1][C:2]2=[O:32])(=[O:6])=[O:5])[CH:12]=[CH:11][C:10]=1[O:13][CH3:14]. The catalyst class is: 10.